This data is from Forward reaction prediction with 1.9M reactions from USPTO patents (1976-2016). The task is: Predict the product of the given reaction. (1) Given the reactants C1([C:7]2[CH:12]=[CH:11][CH:10]=[CH:9][C:8]=2[CH:13]([NH:23][C:24]([NH:26][C:27]2[CH:32]=[C:31]([C:33]([F:36])([F:35])[F:34])[CH:30]=[C:29]([O:37][CH3:38])[CH:28]=2)=[O:25])[C:14]2[CH:22]=[CH:21][C:17]([C:18](O)=[O:19])=[CH:16][CH:15]=2)CCCCC1.[CH:39]1[CH:40]=[CH:41][C:42]2N(O)N=N[C:43]=2[CH:44]=1.CCN=C=NCCCN(C)C.[CH2:60]([O:62][C:63](=[O:68])[C@H:64]([OH:67])[CH2:65][NH2:66])[CH3:61].C(N(C(C)C)CC)(C)C, predict the reaction product. The product is: [CH2:60]([O:62][C:63](=[O:68])[C@H:64]([OH:67])[CH2:65][NH:66][C:18](=[O:19])[C:17]1[CH:21]=[CH:22][C:14]([CH:13]([NH:23][C:24]([NH:26][C:27]2[CH:32]=[C:31]([C:33]([F:34])([F:35])[F:36])[CH:30]=[C:29]([O:37][CH3:38])[CH:28]=2)=[O:25])[C:8]2[CH:9]=[CH:10][C:11]([CH:39]3[CH2:40][CH2:41][CH2:42][CH2:43][CH2:44]3)=[CH:12][CH:7]=2)=[CH:15][CH:16]=1)[CH3:61]. (2) The product is: [CH:38]1([CH2:37][C:36]2[NH:9][C:8]([C:11]3[CH:16]=[CH:15][C:14]([C:17]4[C:18]([CH3:32])=[CH:19][C:20]([O:23][CH2:24][C:25]([CH3:30])([CH3:31])[C:26]([O:28][CH3:29])=[O:27])=[N:21][CH:22]=4)=[CH:13][C:12]=3[F:33])=[N:10][CH:35]=2)[CH2:40][CH2:39]1. Given the reactants C(Cl)Cl.C(O)(=O)C.[C:8]([C:11]1[CH:16]=[CH:15][C:14]([C:17]2[C:18]([CH3:32])=[CH:19][C:20]([O:23][CH2:24][C:25]([CH3:31])([CH3:30])[C:26]([O:28][CH3:29])=[O:27])=[N:21][CH:22]=2)=[CH:13][C:12]=1[F:33])(=[NH:10])[NH2:9].Br[CH2:35][C:36](=O)[CH2:37][CH:38]1[CH2:40][CH2:39]1.C(=O)([O-])[O-].[K+].[K+], predict the reaction product.